Dataset: Reaction yield outcomes from USPTO patents with 853,638 reactions. Task: Predict the reaction yield, written as a fraction of the theoretical maximum amount of product (1.0 means a 100% yield; for example, 0.34 means a 34% yield). The reactants are [BH4-].[Na+].[N+:3]([C:6]1[CH:7]=[C:8]([CH:12]=[C:13]([N+:15]([O-:17])=[O:16])[CH:14]=1)[C:9](O)=[O:10])([O-:5])=[O:4].B(F)(F)F.CCOCC. The catalyst is C1COCC1. The product is [N+:3]([C:6]1[CH:7]=[C:8]([CH2:9][OH:10])[CH:12]=[C:13]([N+:15]([O-:17])=[O:16])[CH:14]=1)([O-:5])=[O:4]. The yield is 0.670.